Dataset: Forward reaction prediction with 1.9M reactions from USPTO patents (1976-2016). Task: Predict the product of the given reaction. (1) Given the reactants CS(O[CH2:6][CH2:7][CH2:8][C@@:9]1([C:25]2[CH:30]=[CH:29][C:28]([F:31])=[CH:27][CH:26]=2)[O:14][C:13](=[O:15])[N:12]([C@H:16]([C:18]2[CH:23]=[CH:22][CH:21]=[C:20]([Br:24])[CH:19]=2)[CH3:17])[CH2:11][CH2:10]1)(=O)=O.C([O-])([O-])=O.[K+].[K+].[CH3:38][S:39]([NH2:42])(=[O:41])=[O:40], predict the reaction product. The product is: [Br:24][C:20]1[CH:19]=[C:18]([C@@H:16]([N:12]2[CH2:11][CH2:10][C@:9]([CH2:8][CH2:7][CH2:6][NH:42][S:39]([CH3:38])(=[O:41])=[O:40])([C:25]3[CH:26]=[CH:27][C:28]([F:31])=[CH:29][CH:30]=3)[O:14][C:13]2=[O:15])[CH3:17])[CH:23]=[CH:22][CH:21]=1. (2) Given the reactants [CH3:1][C:2]1[N:6]([CH2:7][CH2:8][CH2:9][NH2:10])[CH:5]=[N:4][CH:3]=1.[N:11]([C:14]1[CH:19]=[CH:18][C:17]([O:20][CH3:21])=[C:16]([O:22][CH3:23])[CH:15]=1)=[C:12]=[S:13], predict the reaction product. The product is: [CH3:23][O:22][C:16]1[CH:15]=[C:14]([NH:11][C:12]([NH:10][CH2:9][CH2:8][CH2:7][N:6]2[C:2]([CH3:1])=[CH:3][N:4]=[CH:5]2)=[S:13])[CH:19]=[CH:18][C:17]=1[O:20][CH3:21]. (3) Given the reactants [C:1]([C:4]1[C:9]([O:10][CH2:11][CH2:12][CH2:13][C:14]([O:16]CC)=[O:15])=[C:8]([CH2:19][CH2:20][CH3:21])[C:7]([O:22][CH2:23][CH2:24][CH2:25][S:26][C:27]2[CH:32]=[CH:31][C:30]([C:33](=[O:35])[CH3:34])=[C:29]([OH:36])[C:28]=2[CH2:37][CH2:38][CH3:39])=[CH:6][CH:5]=1)(=[O:3])[CH3:2].[OH-].[Na+].O.Cl, predict the reaction product. The product is: [C:1]([C:4]1[C:9]([O:10][CH2:11][CH2:12][CH2:13][C:14]([OH:16])=[O:15])=[C:8]([CH2:19][CH2:20][CH3:21])[C:7]([O:22][CH2:23][CH2:24][CH2:25][S:26][C:27]2[CH:32]=[CH:31][C:30]([C:33](=[O:35])[CH3:34])=[C:29]([OH:36])[C:28]=2[CH2:37][CH2:38][CH3:39])=[CH:6][CH:5]=1)(=[O:3])[CH3:2].